This data is from Peptide-MHC class I binding affinity with 185,985 pairs from IEDB/IMGT. The task is: Regression. Given a peptide amino acid sequence and an MHC pseudo amino acid sequence, predict their binding affinity value. This is MHC class I binding data. (1) The peptide sequence is YVLDHLIVV. The MHC is HLA-B35:01 with pseudo-sequence HLA-B35:01. The binding affinity (normalized) is 0.0737. (2) The MHC is H-2-Kb with pseudo-sequence H-2-Kb. The binding affinity (normalized) is 0.0292. The peptide sequence is VQQPIIEKL. (3) The peptide sequence is YRRKLTNPA. The MHC is HLA-A68:02 with pseudo-sequence HLA-A68:02. The binding affinity (normalized) is 0.0847. (4) The peptide sequence is LLWAARPRL. The MHC is HLA-B40:02 with pseudo-sequence HLA-B40:02. The binding affinity (normalized) is 0.0847. (5) The binding affinity (normalized) is 0.182. The MHC is HLA-A01:01 with pseudo-sequence HLA-A01:01. The peptide sequence is MTRGILGSY. (6) The peptide sequence is SIENKHQRRL. The MHC is HLA-A02:03 with pseudo-sequence HLA-A02:03. The binding affinity (normalized) is 0.0797. (7) The peptide sequence is AVLQSGFRK. The MHC is HLA-A68:02 with pseudo-sequence HLA-A68:02. The binding affinity (normalized) is 0.